Dataset: NCI-60 drug combinations with 297,098 pairs across 59 cell lines. Task: Regression. Given two drug SMILES strings and cell line genomic features, predict the synergy score measuring deviation from expected non-interaction effect. (1) Drug 1: CC(C1=C(C=CC(=C1Cl)F)Cl)OC2=C(N=CC(=C2)C3=CN(N=C3)C4CCNCC4)N. Drug 2: CCN(CC)CCNC(=O)C1=C(NC(=C1C)C=C2C3=C(C=CC(=C3)F)NC2=O)C. Cell line: NCI-H460. Synergy scores: CSS=4.49, Synergy_ZIP=-1.18, Synergy_Bliss=-2.10, Synergy_Loewe=-7.47, Synergy_HSA=-4.14. (2) Drug 1: COC1=C(C=C2C(=C1)N=CN=C2NC3=CC(=C(C=C3)F)Cl)OCCCN4CCOCC4. Drug 2: C1=CC(=CC=C1CCC2=CNC3=C2C(=O)NC(=N3)N)C(=O)NC(CCC(=O)O)C(=O)O. Cell line: SK-OV-3. Synergy scores: CSS=52.6, Synergy_ZIP=-4.20, Synergy_Bliss=-9.51, Synergy_Loewe=-4.15, Synergy_HSA=-2.66.